Task: Predict which catalyst facilitates the given reaction.. Dataset: Catalyst prediction with 721,799 reactions and 888 catalyst types from USPTO (1) Reactant: C1N=CN(C(N2C=NC=C2)=O)C=1.[C:13]([C@H:17]1[CH2:22][CH2:21][C@H:20]([C:23]([OH:25])=O)[CH2:19][CH2:18]1)([O:15][CH3:16])=[O:14].[Cl:26][C:27]1[C:28]([CH:33]([NH2:50])[C:34]2[CH:43]=[C:42]3[C:37]([CH:38]=[CH:39][C:40]([C:44]4[CH:49]=[CH:48][CH:47]=[CH:46][CH:45]=4)=[N:41]3)=[CH:36][CH:35]=2)=[N:29][CH:30]=[CH:31][N:32]=1. Product: [CH3:16][O:15][C:13]([C@H:17]1[CH2:18][CH2:19][C@H:20]([C:23](=[O:25])[NH:50][CH:33]([C:28]2[C:27]([Cl:26])=[N:32][CH:31]=[CH:30][N:29]=2)[C:34]2[CH:43]=[C:42]3[C:37]([CH:38]=[CH:39][C:40]([C:44]4[CH:45]=[CH:46][CH:47]=[CH:48][CH:49]=4)=[N:41]3)=[CH:36][CH:35]=2)[CH2:21][CH2:22]1)=[O:14]. The catalyst class is: 1. (2) Reactant: Br[C:2]1[CH:7]=[CH:6][C:5]([C:8]([CH3:11])([CH3:10])[CH3:9])=[CH:4][CH:3]=1.[C:12]([O:16][C:17]([N:19]1[CH2:25][CH2:24][CH2:23][NH:22][CH2:21][CH2:20]1)=[O:18])([CH3:15])([CH3:14])[CH3:13].CC(C)([O-])C.[Na+].C1(P(C2C=CC=CC=2)C2C=CC3C(=CC=CC=3)C=2C2C3C(=CC=CC=3)C=CC=2P(C2C=CC=CC=2)C2C=CC=CC=2)C=CC=CC=1. Product: [C:12]([O:16][C:17]([N:19]1[CH2:25][CH2:24][CH2:23][N:22]([C:2]2[CH:7]=[CH:6][C:5]([C:8]([CH3:11])([CH3:10])[CH3:9])=[CH:4][CH:3]=2)[CH2:21][CH2:20]1)=[O:18])([CH3:15])([CH3:13])[CH3:14]. The catalyst class is: 802. (3) Reactant: [O:1]1[C@@H:6]([C:7]([N:9]2[CH2:14][CH2:13][N:12]([C:15]3[C:20]([CH2:21][O:22][CH3:23])=[CH:19][CH:18]=[CH:17][N:16]=3)[CH2:11][CH2:10]2)=O)[CH2:5][O:4][C:3]2[CH:24]=[CH:25][CH:26]=[CH:27][C:2]1=2.B.C1COCC1.CO.O. Product: [O:1]1[C@@H:6]([CH2:7][N:9]2[CH2:10][CH2:11][N:12]([C:15]3[C:20]([CH2:21][O:22][CH3:23])=[CH:19][CH:18]=[CH:17][N:16]=3)[CH2:13][CH2:14]2)[CH2:5][O:4][C:3]2[CH:24]=[CH:25][CH:26]=[CH:27][C:2]1=2. The catalyst class is: 1. (4) Reactant: [OH:1][C:2]1[CH:3]=[C:4]([CH:17]=[CH:18][CH:19]=1)[C:5]([O:7][CH2:8][C:9]1[CH:14]=[CH:13][C:12]([O:15][CH3:16])=[CH:11][CH:10]=1)=[O:6].[CH2:20]([O:27][C:28]([NH:30][C@H:31]([C:35](O)=[O:36])[CH:32]([CH3:34])[CH3:33])=[O:29])[C:21]1[CH:26]=[CH:25][CH:24]=[CH:23][CH:22]=1.C1(N=C=NC2CCCCC2)CCCCC1. Product: [CH2:20]([O:27][C:28]([NH:30][C@H:31]([C:35]([O:1][C:2]1[CH:3]=[C:4]([CH:17]=[CH:18][CH:19]=1)[C:5]([O:7][CH2:8][C:9]1[CH:14]=[CH:13][C:12]([O:15][CH3:16])=[CH:11][CH:10]=1)=[O:6])=[O:36])[CH:32]([CH3:34])[CH3:33])=[O:29])[C:21]1[CH:26]=[CH:25][CH:24]=[CH:23][CH:22]=1. The catalyst class is: 119. (5) The catalyst class is: 9. Reactant: [N:1]1[C:9]2[CH:8]=[CH:7][N:6]=[CH:5][C:4]=2[S:3][CH:2]=1.[CH3:10]I. Product: [CH3:10][N:6]1[CH2:7][CH2:8][C:9]2[N:1]=[CH:2][S:3][C:4]=2[CH2:5]1. (6) Product: [CH2:18]([CH:13]([CH2:14][CH2:15][CH2:16][CH3:17])[CH2:12][C:11]1([CH2:20][CH2:21][CH2:22][CH2:23][CH2:24][CH2:25][CH2:26][CH3:27])[C:33]2[CH:32]=[CH:31][S:30][C:29]=2[C:7]2[S:6][CH:10]=[CH:9][C:8]1=2)[CH3:19]. The catalyst class is: 6. Reactant: OS(O)(=O)=O.[S:6]1[CH:10]=[CH:9][C:8]([C:11](O)([CH2:20][CH2:21][CH2:22][CH2:23][CH2:24][CH2:25][CH2:26][CH3:27])[CH2:12][CH:13]([CH2:18][CH3:19])[CH2:14][CH2:15][CH2:16][CH3:17])=[C:7]1[C:29]1[S:30][CH:31]=[CH:32][CH:33]=1.C(Cl)Cl. (7) Reactant: [CH3:1][C:2]1[CH:18]=[CH:17][C:5]([C:6]([NH:8][CH2:9][CH2:10][CH2:11][CH2:12][CH2:13][C:14]([OH:16])=O)=[O:7])=[CH:4][CH:3]=1.[C:19]1([NH2:26])[CH:24]=[CH:23][CH:22]=[CH:21][C:20]=1[NH2:25].CCN=C=NCCCN(C)C.C1C=CC2N(O)N=NC=2C=1.C(N(CC)CC)C. Product: [NH2:25][C:20]1[CH:21]=[CH:22][CH:23]=[CH:24][C:19]=1[NH:26][C:14](=[O:16])[CH2:13][CH2:12][CH2:11][CH2:10][CH2:9][NH:8][C:6](=[O:7])[C:5]1[CH:4]=[CH:3][C:2]([CH3:1])=[CH:18][CH:17]=1. The catalyst class is: 4. (8) Reactant: C1(P(C2CCCCC2)C2C=CC=CC=2C2C(C(C)C)=CC(C(C)C)=CC=2C(C)C)CCCCC1.[O:35]1[CH2:40][CH2:39][N:38]([C:41]2[C:46]([NH2:47])=[CH:45][C:44]([N:48]3[CH2:53][CH2:52][O:51][CH2:50][CH2:49]3)=[CH:43][N:42]=2)[CH2:37][CH2:36]1.Cl[C:55]1[C:64]2[C:59](=[CH:60][C:61]([F:66])=[CH:62][C:63]=2[F:65])[N:58]=[C:57]([C:67]2[CH:72]=[CH:71][N:70]=[CH:69][CH:68]=2)[C:56]=1[CH3:73].CC(C)([O-])C.[Na+]. Product: [N:38]1([C:41]2[C:46]([NH:47][C:55]3[C:64]4[C:59](=[CH:60][C:61]([F:66])=[CH:62][C:63]=4[F:65])[N:58]=[C:57]([C:67]4[CH:72]=[CH:71][N:70]=[CH:69][CH:68]=4)[C:56]=3[CH3:73])=[CH:45][C:44]([N:48]3[CH2:49][CH2:50][O:51][CH2:52][CH2:53]3)=[CH:43][N:42]=2)[CH2:39][CH2:40][O:35][CH2:36][CH2:37]1. The catalyst class is: 882. (9) Reactant: [Br:1][C:2]1[CH:7]=[CH:6][C:5]([OH:8])=[CH:4][CH:3]=1.[CH:9]1(Br)[CH2:12][CH2:11][CH2:10]1.C([O-])([O-])=O.[K+].[K+]. Product: [Br:1][C:2]1[CH:7]=[CH:6][C:5]([O:8][CH:9]2[CH2:12][CH2:11][CH2:10]2)=[CH:4][CH:3]=1. The catalyst class is: 3. (10) Reactant: Cl[C:2]1[CH:7]=[C:6]([O:8][C:9]2[C:10]([CH3:18])=[N:11][C:12]([N+:15]([O-:17])=[O:16])=[CH:13][CH:14]=2)[CH:5]=[CH:4][N:3]=1.[N:19]1([C:24]([NH2:26])=[O:25])[CH2:23][CH2:22][CH2:21][CH2:20]1.C([O-])([O-])=O.[Cs+].[Cs+].CC1(C)C2C(=C(P(C3C=CC=CC=3)C3C=CC=CC=3)C=CC=2)OC2C(P(C3C=CC=CC=3)C3C=CC=CC=3)=CC=CC1=2. Product: [CH3:18][C:10]1[C:9]([O:8][C:6]2[CH:5]=[CH:4][N:3]=[C:2]([NH:26][C:24]([N:19]3[CH2:23][CH2:22][CH2:21][CH2:20]3)=[O:25])[CH:7]=2)=[CH:14][CH:13]=[C:12]([N+:15]([O-:17])=[O:16])[N:11]=1. The catalyst class is: 62.